This data is from Reaction yield outcomes from USPTO patents with 853,638 reactions. The task is: Predict the reaction yield, written as a fraction of the theoretical maximum amount of product (1.0 means a 100% yield; for example, 0.34 means a 34% yield). (1) The reactants are [CH3:1][O:2][C:3]1[CH:4]=[C:5]2[C:9](=[CH:10][CH:11]=1)[NH:8][N:7]=[C:6]2[CH2:12][OH:13]. The catalyst is C(OCC)(=O)C.[O-2].[O-2].[Mn+4]. The product is [CH3:1][O:2][C:3]1[CH:4]=[C:5]2[C:9](=[CH:10][CH:11]=1)[NH:8][N:7]=[C:6]2[CH:12]=[O:13]. The yield is 0.700. (2) The reactants are [F:1][C:2]1[CH:9]=[C:8]([F:10])[CH:7]=[CH:6][C:3]=1[CH2:4][NH2:5].[C:11](O)(=[O:18])[CH2:12][CH2:13][CH2:14][CH2:15][CH2:16][CH3:17].Cl.C(N=C=NCCCN(C)C)C. The catalyst is C(Cl)Cl.CN(C1C=CN=CC=1)C. The product is [F:1][C:2]1[CH:9]=[C:8]([F:10])[CH:7]=[CH:6][C:3]=1[CH2:4][NH:5][C:11](=[O:18])[CH2:12][CH2:13][CH2:14][CH2:15][CH2:16][CH3:17]. The yield is 0.820. (3) The reactants are [C:1]([OH:9])(=O)[CH2:2][CH2:3][CH2:4][CH2:5][CH2:6][CH3:7].[NH2:10][C@H:11]([C:14]([O:16][CH3:17])=[O:15])[CH2:12][OH:13].CN(C(ON1N=NC2C=CC=CC1=2)=[N+](C)C)C.F[P-](F)(F)(F)(F)F.C1C=CC2N(O)N=NC=2C=1.C(N(C(C)C)CC)(C)C. The catalyst is C(Cl)Cl.CCCCCC.CCOC(C)=O. The product is [CH3:17][O:16][C:14](=[O:15])[C@H:11]([CH2:12][OH:13])[NH:10][C:1](=[O:9])[CH2:2][CH2:3][CH2:4][CH2:5][CH2:6][CH3:7]. The yield is 0.790. (4) The reactants are [CH3:1][C:2]1[CH:3]=[C:4]([NH:9][N:10]=[C:11]([C:18]2[CH:23]=[CH:22][CH:21]=[CH:20][CH:19]=2)[C:12]2[CH:17]=[CH:16][CH:15]=[CH:14][CH:13]=2)[CH:5]=[C:6]([CH3:8])[CH:7]=1.Br[C:25]1[CH:30]=[CH:29][C:28]([C:31]2[CH:36]=[CH:35][CH:34]=[CH:33][CH:32]=2)=[CH:27][CH:26]=1.CC([O-])(C)C.[Na+]. The catalyst is CC([O-])=O.CC([O-])=O.[Pd+2].C1(C)C=CC=CC=1. The product is [CH3:8][C:6]1[CH:5]=[C:4]([N:9]([C:34]2[CH:35]=[CH:36][C:31]([C:28]3[CH:29]=[CH:30][CH:25]=[CH:26][CH:27]=3)=[CH:32][CH:33]=2)[N:10]=[C:11]([C:12]2[CH:17]=[CH:16][CH:15]=[CH:14][CH:13]=2)[C:18]2[CH:23]=[CH:22][CH:21]=[CH:20][CH:19]=2)[CH:3]=[C:2]([CH3:1])[CH:7]=1. The yield is 0.660. (5) The reactants are [NH2:1][C:2]1[N:3]=[C:4]2[CH:9]=[CH:8][C:7]([O:10][C:11]3[CH:12]=[C:13]([NH:17][C:18](=[O:30])[C:19]4[CH:24]=[CH:23][CH:22]=[C:21]([C:25]5([C:28]#[N:29])[CH2:27][CH2:26]5)[CH:20]=4)[CH:14]=[CH:15][CH:16]=3)=[N:6][N:5]2[CH:31]=1.C(N(CC)CC)C.[Cl:39][CH2:40][C:41](Cl)=[O:42]. The catalyst is O1CCCC1. The product is [Cl:39][CH2:40][C:41]([NH:1][C:2]1[N:3]=[C:4]2[CH:9]=[CH:8][C:7]([O:10][C:11]3[CH:12]=[C:13]([NH:17][C:18](=[O:30])[C:19]4[CH:24]=[CH:23][CH:22]=[C:21]([C:25]5([C:28]#[N:29])[CH2:27][CH2:26]5)[CH:20]=4)[CH:14]=[CH:15][CH:16]=3)=[N:6][N:5]2[CH:31]=1)=[O:42]. The yield is 0.890. (6) The yield is 0.950. The reactants are [OH-].[Na+].[C:3]([CH:6]1[CH2:11][CH2:10][C:9]([CH2:12][O:13]C(=O)C2C=C([N+]([O-])=O)C=C([N+]([O-])=O)C=2)=[CH:8][CH2:7]1)([CH3:5])=[CH2:4]. The catalyst is CO. The product is [CH3:5][C:3]([C@@H:6]1[CH2:7][CH:8]=[C:9]([CH2:12][OH:13])[CH2:10][CH2:11]1)=[CH2:4].